Task: Predict the reactants needed to synthesize the given product.. Dataset: Full USPTO retrosynthesis dataset with 1.9M reactions from patents (1976-2016) Given the product [Br:14][C:15]1[CH:22]=[C:21]([CH:20]=[CH:19][C:16]=1[CH:17]=[O:18])[O:23][C:2]1[CH:9]=[C:8]([C:10]([F:13])([F:12])[F:11])[CH:7]=[CH:6][C:3]=1[C:4]#[N:5], predict the reactants needed to synthesize it. The reactants are: F[C:2]1[CH:9]=[C:8]([C:10]([F:13])([F:12])[F:11])[CH:7]=[CH:6][C:3]=1[C:4]#[N:5].[Br:14][C:15]1[CH:22]=[C:21]([OH:23])[CH:20]=[CH:19][C:16]=1[CH:17]=[O:18].[F-].[K+].[OH-].[Na+].